This data is from Full USPTO retrosynthesis dataset with 1.9M reactions from patents (1976-2016). The task is: Predict the reactants needed to synthesize the given product. Given the product [Cl:8][C:6]1[CH:5]=[C:4]([Cl:9])[N:3]=[C:2]([NH:19][C@H:17]([C:14]2[CH:15]=[CH:16][C:11]([F:10])=[CH:12][CH:13]=2)[CH3:18])[CH:7]=1, predict the reactants needed to synthesize it. The reactants are: Cl[C:2]1[CH:7]=[C:6]([Cl:8])[CH:5]=[C:4]([Cl:9])[N:3]=1.[F:10][C:11]1[CH:16]=[CH:15][C:14]([C@@H:17]([NH2:19])[CH3:18])=[CH:13][CH:12]=1.C(N(CC)C(C)C)(C)C.